This data is from Forward reaction prediction with 1.9M reactions from USPTO patents (1976-2016). The task is: Predict the product of the given reaction. (1) Given the reactants [CH2:1]1[C:3]2([CH2:11][NH:10][CH2:9][C:4]32[O:8][CH2:7][CH2:6][O:5]3)[CH2:2]1.Br[CH2:13][CH2:14][OH:15].C([O-])([O-])=O.[K+].[K+], predict the reaction product. The product is: [OH:15][CH2:14][CH2:13][N:10]1[CH2:11][C:3]2([CH2:1][CH2:2]2)[C:4]2([O:5][CH2:6][CH2:7][O:8]2)[CH2:9]1. (2) Given the reactants CC[C@H]1[C@H]2C[C@H]([C@H](OC3[C:34]4[C:29](=[CH:30][CH:31]=[CH:32][CH:33]=4)[C:28]([O:35][C@H:36]([C:47]4[CH:56]=[CH:55]N=C5[C:48]=4[CH:49]=[C:50]([O:57][CH3:58])[CH:51]=C5)[C@@H]4N5C[C@H](CC)[C@@H](CC5)C4)=NN=3)C3C=CN=C4C=3C=C(OC)C=C4)N(CC2)C1.C(C1C=C[C:65]([O:68]C)=CC=1OCC1C=CC=CC=1)C=C.O.C([OH:83])(C)(C)C, predict the reaction product. The product is: [CH2:28]([O:35][C:36]1[CH:51]=[C:50]([O:57][CH3:58])[CH:49]=[CH:48][C:47]=1[CH2:56][CH:55]([OH:83])[CH2:65][OH:68])[C:29]1[CH:30]=[CH:31][CH:32]=[CH:33][CH:34]=1. (3) Given the reactants CC1C=CC(S([O-])(=O)=O)=CC=1.[NH2:12][C:13]([C:15]1[C:23]2[C:19](=[CH:20][N:21]([C:24]3[CH:29]=[CH:28][C:27]([C@@H:30]4[CH2:35][CH2:34][CH2:33][NH2+:32][CH2:31]4)=[CH:26][CH:25]=3)[N:22]=2)[CH:18]=[CH:17][CH:16]=1)=[O:14].[S:36](=[O:40])(=[O:39])([OH:38])[OH:37].CO, predict the reaction product. The product is: [S:36]([O-:40])([O-:39])(=[O:38])=[O:37].[NH2:12][C:13]([C:15]1[C:23]2[C:19](=[CH:20][N:21]([C:24]3[CH:29]=[CH:28][C:27]([C@@H:30]4[CH2:35][CH2:34][CH2:33][NH2+:32][CH2:31]4)=[CH:26][CH:25]=3)[N:22]=2)[CH:18]=[CH:17][CH:16]=1)=[O:14].[NH2:12][C:13]([C:15]1[C:23]2[C:19](=[CH:20][N:21]([C:24]3[CH:29]=[CH:28][C:27]([C@@H:30]4[CH2:35][CH2:34][CH2:33][NH2+:32][CH2:31]4)=[CH:26][CH:25]=3)[N:22]=2)[CH:18]=[CH:17][CH:16]=1)=[O:14].